Dataset: NCI-60 drug combinations with 297,098 pairs across 59 cell lines. Task: Regression. Given two drug SMILES strings and cell line genomic features, predict the synergy score measuring deviation from expected non-interaction effect. (1) Synergy scores: CSS=9.47, Synergy_ZIP=-2.01, Synergy_Bliss=6.33, Synergy_Loewe=3.34, Synergy_HSA=3.94. Cell line: M14. Drug 1: CC12CCC(CC1=CCC3C2CCC4(C3CC=C4C5=CN=CC=C5)C)O. Drug 2: C1CN(CCN1C(=O)CCBr)C(=O)CCBr. (2) Drug 1: C#CCC(CC1=CN=C2C(=N1)C(=NC(=N2)N)N)C3=CC=C(C=C3)C(=O)NC(CCC(=O)O)C(=O)O. Drug 2: CCN(CC)CCCC(C)NC1=C2C=C(C=CC2=NC3=C1C=CC(=C3)Cl)OC. Cell line: NCIH23. Synergy scores: CSS=25.6, Synergy_ZIP=-7.65, Synergy_Bliss=2.97, Synergy_Loewe=3.18, Synergy_HSA=2.10.